Dataset: Catalyst prediction with 721,799 reactions and 888 catalyst types from USPTO. Task: Predict which catalyst facilitates the given reaction. Reactant: CN(C)C=O.[F:6][C:7]1[CH:12]=[CH:11][C:10]([CH:13]([C:29]2[CH:34]=[CH:33][C:32]([F:35])=[CH:31][CH:30]=2)[CH:14]2[C:19](=[O:20])[CH2:18][CH2:17][N:16]([CH2:21][C:22]3[CH:27]=[CH:26][CH:25]=[CH:24][C:23]=3[OH:28])[CH2:15]2)=[CH:9][CH:8]=1.[CH:36](I)([CH3:38])[CH3:37].C(=O)([O-])[O-].[K+].[K+]. Product: [F:6][C:7]1[CH:8]=[CH:9][C:10]([CH:13]([C:29]2[CH:30]=[CH:31][C:32]([F:35])=[CH:33][CH:34]=2)[CH:14]2[C:19](=[O:20])[CH2:18][CH2:17][N:16]([CH2:21][C:22]3[CH:27]=[CH:26][CH:25]=[CH:24][C:23]=3[O:28][CH:36]([CH3:38])[CH3:37])[CH2:15]2)=[CH:11][CH:12]=1. The catalyst class is: 13.